Dataset: Forward reaction prediction with 1.9M reactions from USPTO patents (1976-2016). Task: Predict the product of the given reaction. (1) Given the reactants [CH3:1][C:2]1[CH:3]=[C:4]([CH:6]=[C:7]([CH3:9])[CH:8]=1)[NH2:5].[Cl:10][CH2:11][C:12](Cl)=[O:13], predict the reaction product. The product is: [Cl:10][CH2:11][C:12]([NH:5][C:4]1[CH:6]=[C:7]([CH3:9])[CH:8]=[C:2]([CH3:1])[CH:3]=1)=[O:13]. (2) The product is: [C:8]([C:4]1[N:5]=[CH:6][S:7][C:3]=1[CH2:2][S:11][C:12]1[N:17]=[C:16]([OH:18])[CH:15]=[C:14]([C:19]([F:22])([F:20])[F:21])[N:13]=1)(=[O:10])[CH3:9]. Given the reactants Br[CH2:2][C:3]1[S:7][CH:6]=[N:5][C:4]=1[C:8](=[O:10])[CH3:9].[SH:11][C:12]1[N:17]=[C:16]([OH:18])[CH:15]=[C:14]([C:19]([F:22])([F:21])[F:20])[N:13]=1.C(N(CC)CC)C, predict the reaction product. (3) Given the reactants [Cl:1][C:2]1[CH:7]=[C:6]([CH:8]2[CH2:13][CH2:12][N:11](C(OC(C)(C)C)=O)[CH2:10][CH2:9]2)[CH:5]=[C:4]([N:21]2[CH2:25][CH2:24][C:23]([F:27])([F:26])[CH2:22]2)[N:3]=1.FC(F)(F)C(O)=O.[O:35]1[CH2:38][C:37](=O)[CH2:36]1.[Na], predict the reaction product. The product is: [Cl:1][C:2]1[CH:7]=[C:6]([CH:8]2[CH2:13][CH2:12][N:11]([CH:37]3[CH2:38][O:35][CH2:36]3)[CH2:10][CH2:9]2)[CH:5]=[C:4]([N:21]2[CH2:25][CH2:24][C:23]([F:26])([F:27])[CH2:22]2)[N:3]=1. (4) The product is: [C:1]([O:4][CH2:5][C:6]1[C:7]([N:21]2[N:30]=[CH:29][C:28]3[C:23](=[C:24]([F:35])[CH:25]=[C:26]([C:31]([CH3:34])([CH3:33])[CH3:32])[CH:27]=3)[C:22]2=[O:36])=[N:8][CH:9]=[CH:10][C:11]=1[C:12]1[CH:17]=[C:16]([NH:44][C:41]2[CH:42]=[CH:43][N:39]([CH2:37][CH3:38])[N:40]=2)[C:15](=[O:19])[N:14]([CH3:20])[CH:13]=1)(=[O:3])[CH3:2]. Given the reactants [C:1]([O:4][CH2:5][C:6]1[C:7]([N:21]2[N:30]=[CH:29][C:28]3[C:23](=[C:24]([F:35])[CH:25]=[C:26]([C:31]([CH3:34])([CH3:33])[CH3:32])[CH:27]=3)[C:22]2=[O:36])=[N:8][CH:9]=[CH:10][C:11]=1[C:12]1[CH:17]=[C:16](Br)[C:15](=[O:19])[N:14]([CH3:20])[CH:13]=1)(=[O:3])[CH3:2].[CH2:37]([N:39]1[CH:43]=[CH:42][C:41]([NH2:44])=[N:40]1)[CH3:38].C(=O)([O-])[O-].[Cs+].[Cs+].CC1(C)C2C(=C(P(C3C=CC=CC=3)C3C=CC=CC=3)C=CC=2)OC2C(P(C3C=CC=CC=3)C3C=CC=CC=3)=CC=CC1=2, predict the reaction product. (5) Given the reactants [O:1]1[CH2:6]CC[CH2:3][CH:2]1[O:7]C1C=CC(C(C2C=C[C:6]([O:1][CH:2]3[CH2:3]CCC[O:7]3)=CC=2)(C2C=C[C:6]([O:1][CH:2]3[CH2:3]CCC[O:7]3)=CC=2)C)=CC=1.[CH:42]([O:44][CH2:45][CH3:46])=[CH2:43], predict the reaction product. The product is: [CH3:6][O:1][C:2]([CH:3]1[CH2:46][CH2:45][O:44][CH2:42][CH2:43]1)=[O:7]. (6) Given the reactants C[O:2][C:3](=[O:24])[CH:4]([N:11]1[C:19]2[C:14](=[CH:15][C:16]([O:20][CH3:21])=[CH:17][CH:18]=2)[C:13](=[O:22])[C:12]1=[O:23])[CH2:5][CH:6]1[CH2:10][CH2:9][CH2:8][CH2:7]1.O.[OH-].[Li+], predict the reaction product. The product is: [CH:6]1([CH2:5][CH:4]([N:11]2[C:19]3[C:14](=[CH:15][C:16]([O:20][CH3:21])=[CH:17][CH:18]=3)[C:13](=[O:22])[C:12]2=[O:23])[C:3]([OH:24])=[O:2])[CH2:10][CH2:9][CH2:8][CH2:7]1. (7) Given the reactants [Br:1][C:2]1[C:3]2[C:7]([C:8]([CH3:11])=[CH:9][CH:10]=1)=[N:6][N:5]1[C:12]([CH:17]3[CH2:22][CH2:21][N:20](C(OC(C)(C)C)=O)[CH2:19][CH2:18]3)=[CH:13][C:14](=[O:16])[NH:15][C:4]=21.[ClH:30], predict the reaction product. The product is: [ClH:30].[Br:1][C:2]1[C:3]2[C:7]([C:8]([CH3:11])=[CH:9][CH:10]=1)=[N:6][N:5]1[C:12]([CH:17]3[CH2:18][CH2:19][NH:20][CH2:21][CH2:22]3)=[CH:13][C:14](=[O:16])[NH:15][C:4]=21. (8) The product is: [CH3:1][C:2]1[C:6]([CH2:7][N:8]2[CH:12]=[C:11]([N:13]3[C:14](=[O:25])[N:15]([CH3:24])[NH:16][C:17]3=[O:18])[CH:10]=[N:9]2)=[C:5]([CH3:26])[O:4][N:3]=1. Given the reactants [CH3:1][C:2]1[C:6]([CH2:7][N:8]2[CH:12]=[C:11]([N:13]3[C:17](=[O:18])[N:16](C(OCC)=O)[N:15]([CH3:24])[C:14]3=[O:25])[CH:10]=[N:9]2)=[C:5]([CH3:26])[O:4][N:3]=1.CN(C=O)C.C(#N)C.Cl, predict the reaction product.